This data is from NCI-60 drug combinations with 297,098 pairs across 59 cell lines. The task is: Regression. Given two drug SMILES strings and cell line genomic features, predict the synergy score measuring deviation from expected non-interaction effect. (1) Drug 1: C1C(C(OC1N2C=C(C(=O)NC2=O)F)CO)O. Drug 2: C1=NNC2=C1C(=O)NC=N2. Cell line: TK-10. Synergy scores: CSS=14.4, Synergy_ZIP=-7.23, Synergy_Bliss=-0.219, Synergy_Loewe=-10.5, Synergy_HSA=0.630. (2) Drug 1: CS(=O)(=O)C1=CC(=C(C=C1)C(=O)NC2=CC(=C(C=C2)Cl)C3=CC=CC=N3)Cl. Cell line: NCI-H522. Synergy scores: CSS=56.0, Synergy_ZIP=11.6, Synergy_Bliss=11.1, Synergy_Loewe=-2.94, Synergy_HSA=11.9. Drug 2: CCC1(CC2CC(C3=C(CCN(C2)C1)C4=CC=CC=C4N3)(C5=C(C=C6C(=C5)C78CCN9C7C(C=CC9)(C(C(C8N6C=O)(C(=O)OC)O)OC(=O)C)CC)OC)C(=O)OC)O.OS(=O)(=O)O. (3) Drug 1: CC1=C(N=C(N=C1N)C(CC(=O)N)NCC(C(=O)N)N)C(=O)NC(C(C2=CN=CN2)OC3C(C(C(C(O3)CO)O)O)OC4C(C(C(C(O4)CO)O)OC(=O)N)O)C(=O)NC(C)C(C(C)C(=O)NC(C(C)O)C(=O)NCCC5=NC(=CS5)C6=NC(=CS6)C(=O)NCCC[S+](C)C)O. Drug 2: C1CNP(=O)(OC1)N(CCCl)CCCl. Cell line: NCIH23. Synergy scores: CSS=45.2, Synergy_ZIP=-2.54, Synergy_Bliss=-5.04, Synergy_Loewe=-57.4, Synergy_HSA=-4.47. (4) Drug 1: C1CN1P(=S)(N2CC2)N3CC3. Drug 2: CC1C(C(CC(O1)OC2CC(OC(C2O)C)OC3=CC4=CC5=C(C(=O)C(C(C5)C(C(=O)C(C(C)O)O)OC)OC6CC(C(C(O6)C)O)OC7CC(C(C(O7)C)O)OC8CC(C(C(O8)C)O)(C)O)C(=C4C(=C3C)O)O)O)O. Cell line: SK-OV-3. Synergy scores: CSS=35.4, Synergy_ZIP=-2.64, Synergy_Bliss=-2.30, Synergy_Loewe=-1.02, Synergy_HSA=-0.733. (5) Drug 2: CCC1(C2=C(COC1=O)C(=O)N3CC4=CC5=C(C=CC(=C5CN(C)C)O)N=C4C3=C2)O.Cl. Cell line: PC-3. Synergy scores: CSS=18.7, Synergy_ZIP=-1.36, Synergy_Bliss=2.28, Synergy_Loewe=-15.4, Synergy_HSA=1.54. Drug 1: CCC(=C(C1=CC=CC=C1)C2=CC=C(C=C2)OCCN(C)C)C3=CC=CC=C3.C(C(=O)O)C(CC(=O)O)(C(=O)O)O. (6) Drug 1: C1=NC2=C(N1)C(=S)N=CN2. Drug 2: CN(CCCl)CCCl.Cl. Cell line: OVCAR3. Synergy scores: CSS=35.9, Synergy_ZIP=-2.45, Synergy_Bliss=1.63, Synergy_Loewe=-20.8, Synergy_HSA=0.0765. (7) Drug 1: CCC1(CC2CC(C3=C(CCN(C2)C1)C4=CC=CC=C4N3)(C5=C(C=C6C(=C5)C78CCN9C7C(C=CC9)(C(C(C8N6C)(C(=O)OC)O)OC(=O)C)CC)OC)C(=O)OC)O.OS(=O)(=O)O. Drug 2: CN(CC1=CN=C2C(=N1)C(=NC(=N2)N)N)C3=CC=C(C=C3)C(=O)NC(CCC(=O)O)C(=O)O. Cell line: SK-OV-3. Synergy scores: CSS=35.8, Synergy_ZIP=2.25, Synergy_Bliss=2.88, Synergy_Loewe=-0.311, Synergy_HSA=0.414.